This data is from Catalyst prediction with 721,799 reactions and 888 catalyst types from USPTO. The task is: Predict which catalyst facilitates the given reaction. (1) Product: [Cl:22][C:19]1[O:18][C:17]([CH:15]2[C:14]3=[C:23]4[N:35]([CH3:36])[C:34](=[O:37])[N:33]([CH3:38])[C:32](=[O:39])[C:24]4=[C:25]([C:26]4[S:27][CH:28]=[C:29]([CH3:31])[N:30]=4)[N:13]3[CH2:12][CH:11]([CH2:10][N:9]3[CH2:4][CH2:5][CH2:6][C:7]3=[O:8])[O:16]2)=[CH:21][CH:20]=1. The catalyst class is: 1. Reactant: [H-].[Na+].Br[CH2:4][CH2:5][CH2:6][C:7]([NH:9][CH2:10][CH:11]1[O:16][CH:15]([C:17]2[O:18][C:19]([Cl:22])=[CH:20][CH:21]=2)[C:14]2=[C:23]3[N:35]([CH3:36])[C:34](=[O:37])[N:33]([CH3:38])[C:32](=[O:39])[C:24]3=[C:25]([C:26]3[S:27][CH:28]=[C:29]([CH3:31])[N:30]=3)[N:13]2[CH2:12]1)=[O:8]. (2) Reactant: [C:1]([O:5][C:6]([N:8]([CH2:29][C:30]1[CH:35]=[CH:34][C:33]([O:36][CH3:37])=[CH:32][C:31]=1[O:38][CH3:39])[C:9]1[N:14]=[C:13]2[N:15]([CH2:23][CH3:24])[C:16]([C:18]([O:20]CC)=[O:19])=[CH:17][C:12]2=[C:11]2[N:25]([CH3:28])[CH:26]=[N:27][C:10]=12)=[O:7])([CH3:4])([CH3:3])[CH3:2].[OH-].[Na+]. Product: [C:1]([O:5][C:6]([N:8]([CH2:29][C:30]1[CH:35]=[CH:34][C:33]([O:36][CH3:37])=[CH:32][C:31]=1[O:38][CH3:39])[C:9]1[N:14]=[C:13]2[N:15]([CH2:23][CH3:24])[C:16]([C:18]([OH:20])=[O:19])=[CH:17][C:12]2=[C:11]2[N:25]([CH3:28])[CH:26]=[N:27][C:10]=12)=[O:7])([CH3:4])([CH3:3])[CH3:2]. The catalyst class is: 8. (3) Reactant: [CH3:1][C:2]1[C:10]2[C:5](=[N:6][CH:7]=[C:8]([N+:11]([O-])=O)[CH:9]=2)[NH:4][N:3]=1. Product: [CH3:1][C:2]1[C:10]2[C:5](=[N:6][CH:7]=[C:8]([NH2:11])[CH:9]=2)[NH:4][N:3]=1. The catalyst class is: 256. (4) The catalyst class is: 47. Reactant: [CH3:1][C@@H:2]1[N:23]2[C:6]3[C:7]([C:19]([C:21]([C:24]([OH:26])=[O:25])=[CH:22]2)=[O:20])=[CH:8][C:9]([F:18])=[C:10]([N:11]2[CH2:16][CH2:15][N:14]([CH3:17])[CH2:13][CH2:12]2)[C:5]=3[O:4][CH2:3]1. Product: [CH3:1][C@@H:2]1[N:23]2[CH:22]=[C:21]([C:24]([OH:26])=[O:25])[C:19]([C:7]3=[CH:8][C:9]([F:18])=[C:10]([N:11]4[CH2:16][CH2:15][N:14]([CH3:17])[CH2:13][CH2:12]4)[C:5](=[C:6]23)[O:4][CH2:3]1)=[O:20].[CH3:1][C@@H:2]1[N:23]2[CH:22]=[C:21]([C:24]([OH:26])=[O:25])[C:19]([C:7]3=[CH:8][C:9]([F:18])=[C:10]([N:11]4[CH2:16][CH2:15][N:14]([CH3:17])[CH2:13][CH2:12]4)[C:5](=[C:6]23)[O:4][CH2:3]1)=[O:20].[OH2:4]. (5) Reactant: [Cl:1][C:2]1[C:3]([F:11])=[C:4]([CH:8]=[CH:9][CH:10]=1)/[CH:5]=[N:6]/[OH:7].ClC1C(F)=[C:15]([CH:18]=[CH:19]C=1)[CH:16]=[O:17].Cl.N[OH:24].[OH-].[Na+].Cl. Product: [Cl:1][C:2]1[C:3]([F:11])=[C:4]([C:5]2[C:18]([CH3:19])=[C:15]([C:16]([OH:24])=[O:17])[O:7][N:6]=2)[CH:8]=[CH:9][CH:10]=1. The catalyst class is: 88. (6) Reactant: [H-].[Na+].[OH:3][CH2:4][CH:5]([CH2:7][OH:8])[OH:6].[CH3:9][C:10]([CH2:25][CH2:26][CH2:27][CH:28]([CH3:35])[CH2:29][CH2:30][CH2:31][CH:32]([CH3:34])[CH3:33])=[CH:11][CH2:12][CH2:13]OS(C1C=CC(C)=CC=1)(=O)=O.O. Product: [CH3:9][C:10]([CH2:25][CH2:26][CH2:27][CH:28]([CH3:35])[CH2:29][CH2:30][CH2:31][CH:32]([CH3:34])[CH3:33])=[CH:11][CH2:12][CH2:13][O:3][CH2:4][CH:5]([CH2:7][OH:8])[OH:6]. The catalyst class is: 9. (7) Reactant: [N:1]([C:4]1[C:8]([CH3:9])=[CH:7][S:6][CH:5]=1)=[C:2]=[S:3].[O:10]1[C:14]2([CH2:19][CH2:18][CH2:17][CH2:16][CH:15]2[NH2:20])[O:13][CH2:12][CH2:11]1. Product: [O:10]1[C:14]2([CH2:19][CH2:18][CH2:17][CH2:16][CH:15]2[NH:20][C:2]([NH:1][C:4]2[C:8]([CH3:9])=[CH:7][S:6][CH:5]=2)=[S:3])[O:13][CH2:12][CH2:11]1. The catalyst class is: 7.